Dataset: Full USPTO retrosynthesis dataset with 1.9M reactions from patents (1976-2016). Task: Predict the reactants needed to synthesize the given product. (1) Given the product [N:22]1([CH2:20][C:16]2[NH:17][C:18]3[C:14]([CH:15]=2)=[CH:13][CH:12]=[C:11]([O:10][C:2]2[S:1][C:5]4[CH:6]=[CH:7][CH:8]=[CH:9][C:4]=4[N:3]=2)[CH:19]=3)[CH2:27][CH2:26][CH2:25][CH2:24][CH2:23]1, predict the reactants needed to synthesize it. The reactants are: [S:1]1[C:5]2[CH:6]=[CH:7][CH:8]=[CH:9][C:4]=2[N:3]=[C:2]1[O:10][C:11]1[CH:19]=[C:18]2[C:14]([CH:15]=[C:16]([CH:20]=O)[NH:17]2)=[CH:13][CH:12]=1.[NH:22]1[CH2:27][CH2:26][CH2:25][CH2:24][CH2:23]1.[BH-](OC(C)=O)(OC(C)=O)OC(C)=O.[Na+]. (2) The reactants are: [CH3:1][O:2][C:3]1[C:8]([O:9][CH3:10])=[CH:7][CH:6]=[CH:5][N:4]=1.C(Cl)Cl.[Br:14]Br. Given the product [Br:14][C:6]1[CH:7]=[C:8]([O:9][CH3:10])[C:3]([O:2][CH3:1])=[N:4][CH:5]=1, predict the reactants needed to synthesize it.